This data is from Peptide-MHC class I binding affinity with 185,985 pairs from IEDB/IMGT. The task is: Regression. Given a peptide amino acid sequence and an MHC pseudo amino acid sequence, predict their binding affinity value. This is MHC class I binding data. The peptide sequence is IYAKCTGTGW. The MHC is Mamu-B17 with pseudo-sequence Mamu-B17. The binding affinity (normalized) is 0.445.